Dataset: NCI-60 drug combinations with 297,098 pairs across 59 cell lines. Task: Regression. Given two drug SMILES strings and cell line genomic features, predict the synergy score measuring deviation from expected non-interaction effect. (1) Drug 1: CCC1=C2CN3C(=CC4=C(C3=O)COC(=O)C4(CC)O)C2=NC5=C1C=C(C=C5)O. Drug 2: CC(C)CN1C=NC2=C1C3=CC=CC=C3N=C2N. Cell line: EKVX. Synergy scores: CSS=10.6, Synergy_ZIP=-3.12, Synergy_Bliss=-1.37, Synergy_Loewe=-15.1, Synergy_HSA=-0.776. (2) Drug 1: CC1=C(C=C(C=C1)NC2=NC=CC(=N2)N(C)C3=CC4=NN(C(=C4C=C3)C)C)S(=O)(=O)N.Cl. Drug 2: C1=C(C(=O)NC(=O)N1)N(CCCl)CCCl. Cell line: SK-MEL-5. Synergy scores: CSS=16.3, Synergy_ZIP=-8.00, Synergy_Bliss=3.60, Synergy_Loewe=-7.41, Synergy_HSA=1.62.